From a dataset of Forward reaction prediction with 1.9M reactions from USPTO patents (1976-2016). Predict the product of the given reaction. (1) Given the reactants [Cl:1][C:2]1[CH:3]=[C:4]([C:11]([OH:13])=[O:12])[S:5][C:6]=1[CH:7]([OH:10])[CH2:8][CH3:9].[C:14]([O-])([O-])=O.[K+].[K+].IC.O, predict the reaction product. The product is: [CH3:14][O:12][C:11]([C:4]1[S:5][C:6]([CH:7]([OH:10])[CH2:8][CH3:9])=[C:2]([Cl:1])[CH:3]=1)=[O:13]. (2) Given the reactants Br[C:2]1[CH:3]=[C:4]([CH3:11])[C:5]2[N:6]([CH:8]=[CH:9][N:10]=2)[CH:7]=1.[F:12][C:13]([F:24])([F:23])[C:14]1[CH:19]=[CH:18][C:17](B(O)O)=[CH:16][CH:15]=1.C([O-])([O-])=O.[Na+].[Na+], predict the reaction product. The product is: [CH3:11][C:4]1[C:5]2[N:6]([CH:8]=[CH:9][N:10]=2)[CH:7]=[C:2]([C:17]2[CH:18]=[CH:19][C:14]([C:13]([F:24])([F:23])[F:12])=[CH:15][CH:16]=2)[CH:3]=1. (3) The product is: [C:1]1([C:26]2[CH:27]=[CH:28][CH:29]=[CH:30][CH:31]=2)[CH:6]=[CH:5][CH:4]=[C:3]([C:7]2[O:8][C:9]([CH3:25])=[C:10]([CH2:12][CH2:13][O:44][C:41]3[CH:42]=[CH:43][C:38]([CH2:37][C:36]([CH3:54])([O:47][C:1]4[CH:6]=[CH:5][CH:4]=[CH:3][CH:2]=4)[C:35]([OH:34])=[O:55])=[CH:39][C:40]=3[O:45][CH3:46])[N:11]=2)[CH:2]=1. Given the reactants [C:1]1([C:26]2[CH:31]=[CH:30][CH:29]=[CH:28][CH:27]=2)[CH:6]=[CH:5][CH:4]=[C:3]([C:7]2[O:8][C:9]([CH3:25])=[C:10]([CH2:12][CH2:13]OS(C3C=CC(C)=CC=3)(=O)=O)[N:11]=2)[CH:2]=1.C([O:34][C:35](=[O:55])[C:36]([CH3:54])([O:47]C1C=CC=CC=1)[CH2:37][C:38]1[CH:43]=[CH:42][C:41]([OH:44])=[C:40]([O:45][CH3:46])[CH:39]=1)C, predict the reaction product.